This data is from Forward reaction prediction with 1.9M reactions from USPTO patents (1976-2016). The task is: Predict the product of the given reaction. (1) Given the reactants [C:1]([O:5][C:6]([N:8]([CH3:17])[CH2:9][CH2:10][C:11](=[O:16])[C:12]([O:14][CH3:15])=[O:13])=[O:7])([CH3:4])([CH3:3])[CH3:2].[C:18]([Mg]Br)#[CH:19].C1COCC1, predict the reaction product. The product is: [C:1]([O:5][C:6]([N:8]([CH3:17])[CH2:9][CH2:10][C:11]([OH:16])([C:18]#[CH:19])[C:12]([O:14][CH3:15])=[O:13])=[O:7])([CH3:2])([CH3:4])[CH3:3]. (2) Given the reactants [CH3:1][N:2]1[CH2:27][CH2:26][C:5]2[N:6]([C:14]#[C:15][Si](C(C)C)(C(C)C)C(C)C)[C:7]3[CH:8]=[CH:9][C:10]([CH3:13])=[CH:11][C:12]=3[C:4]=2[CH2:3]1.[F-].C([N+](CCCC)(CCCC)CCCC)CCC, predict the reaction product. The product is: [C:14]([N:6]1[C:7]2[CH:8]=[CH:9][C:10]([CH3:13])=[CH:11][C:12]=2[C:4]2[CH2:3][N:2]([CH3:1])[CH2:27][CH2:26][C:5]1=2)#[CH:15]. (3) Given the reactants Cl[C:2]1[CH:7]=[C:6]([C:8]2[CH:13]=[CH:12][C:11]([F:14])=[CH:10][CH:9]=2)[N:5]=[CH:4][N:3]=1.[CH2:15]([OH:18])[C:16]#[CH:17].[H-].[Na+].O, predict the reaction product. The product is: [F:14][C:11]1[CH:12]=[CH:13][C:8]([C:6]2[CH:7]=[C:2]([O:18][CH2:15][C:16]#[CH:17])[N:3]=[CH:4][N:5]=2)=[CH:9][CH:10]=1. (4) Given the reactants [CH3:1][N:2]1[CH:6]2[CH2:7][CH:8]([OH:10])[CH2:9][CH:3]1[CH2:4][CH2:5]2.C(N(CC)CC)C.[CH3:18][S:19](Cl)(=[O:21])=[O:20].C(=O)([O-])[O-].[K+].[K+], predict the reaction product. The product is: [CH3:1][N:2]1[CH:6]2[CH2:7][CH:8]([O:10][S:19]([CH3:18])(=[O:21])=[O:20])[CH2:9][CH:3]1[CH2:4][CH2:5]2. (5) Given the reactants [Cl:1][C:2]1[CH:38]=[CH:37][C:5]2[NH:6][C:7]([C@@H:9]([NH:11][C:12](=[O:36])[C:13]3[CH:18]=[CH:17][C:16]([C:19]([N:21]4[CH2:25][CH2:24][CH2:23][CH:22]4[CH2:26][NH:27]C(OC(C)(C)C)=O)=[O:20])=[C:15]([Cl:35])[CH:14]=3)[CH3:10])=[N:8][C:4]=2[CH:3]=1.FC(F)(F)C(O)=O.ClCCl.CO.N.ClCl, predict the reaction product. The product is: [Cl:1][C:2]1[CH:38]=[CH:37][C:5]2[NH:6][C:7]([C@@H:9]([NH:11][C:12](=[O:36])[C:13]3[CH:18]=[CH:17][C:16]([C:19]([N:21]4[CH2:25][CH2:24][CH2:23][CH:22]4[CH2:26][NH2:27])=[O:20])=[C:15]([Cl:35])[CH:14]=3)[CH3:10])=[N:8][C:4]=2[CH:3]=1. (6) Given the reactants [F:1][C:2]1[CH:3]=[C:4]2[C:8](=[CH:9][CH:10]=1)[NH:7][C:6](=[O:11])[C:5]2=[CH:12][C:13]1[CH:29]=[CH:28][C:16]([C:17]([NH:19][CH2:20][CH2:21][CH2:22][CH2:23][CH2:24][C:25]([OH:27])=O)=[O:18])=[CH:15][CH:14]=1.Cl.C(N=C=NCCCN(C)C)C.OC1C2N=NNC=2C=CC=1.C(N(CC)CC)C.[F:59][C:60]1[CH:65]=[CH:64][C:63]([NH2:66])=[C:62]([NH2:67])[CH:61]=1, predict the reaction product. The product is: [F:1][C:2]1[CH:3]=[C:4]2[C:8](=[CH:9][CH:10]=1)[NH:7][C:6](=[O:11])[C:5]2=[CH:12][C:13]1[CH:29]=[CH:28][C:16]([C:17]([NH:19][CH2:20][CH2:21][CH2:22][CH2:23][CH2:24][C:25]([NH:66][C:63]2[CH:64]=[CH:65][C:60]([F:59])=[CH:61][C:62]=2[NH2:67])=[O:27])=[O:18])=[CH:15][CH:14]=1. (7) Given the reactants Cl[C:2]1[N:7]=[CH:6][C:5]([C:8]2[CH:13]=[CH:12][N:11]=[C:10]([NH:14][C:15]3[CH:16]=[C:17]([NH:22][C:23](=[O:34])[C:24]4[CH:29]=[CH:28][CH:27]=[C:26]([C:30]([F:33])([F:32])[F:31])[CH:25]=4)[CH:18]=[CH:19][C:20]=3[CH3:21])[N:9]=2)=[CH:4][CH:3]=1.[N:35]1[CH:40]=[CH:39][C:38]([CH2:41][NH2:42])=[CH:37][CH:36]=1, predict the reaction product. The product is: [CH3:21][C:20]1[CH:19]=[CH:18][C:17]([NH:22][C:23](=[O:34])[C:24]2[CH:29]=[CH:28][CH:27]=[C:26]([C:30]([F:31])([F:33])[F:32])[CH:25]=2)=[CH:16][C:15]=1[NH:14][C:10]1[N:9]=[C:8]([C:5]2[CH:6]=[N:7][C:2]([NH:42][CH2:41][C:38]3[CH:39]=[CH:40][N:35]=[CH:36][CH:37]=3)=[CH:3][CH:4]=2)[CH:13]=[CH:12][N:11]=1.